This data is from Full USPTO retrosynthesis dataset with 1.9M reactions from patents (1976-2016). The task is: Predict the reactants needed to synthesize the given product. (1) Given the product [CH2:32]([NH:31][C:28]1[C:25]2[CH:26]=[N:27][C:22]([NH:21][C:19]([NH:18][CH:11]([C:12]3[CH:13]=[CH:14][CH:15]=[CH:16][CH:17]=3)[C:2]([OH:3])([CH3:4])[CH3:35])=[O:20])=[CH:23][C:24]=2[NH:30][N:29]=1)[CH3:33], predict the reactants needed to synthesize it. The reactants are: O[C:2]([C:4](F)(F)F)=[O:3].COC(=O)[CH:11]([NH:18][C:19]([NH:21][C:22]1[N:27]=[CH:26][C:25]2[C:28]([NH:31][CH2:32][CH3:33])=[N:29][NH:30][C:24]=2[CH:23]=1)=[O:20])[C:12]1[CH:17]=[CH:16][CH:15]=[CH:14][CH:13]=1.[CH3:35][Mg]Br. (2) Given the product [Cl:1][C:2]1[C:18]([Cl:19])=[C:17]([CH2:20][CH2:21][C:22](=[O:39])[C:23]2[S:24][C:25]([C:28]3[CH:29]=[CH:30][C:31]([O:34][C:35]([F:36])([F:37])[F:38])=[CH:32][CH:33]=3)=[CH:26][CH:27]=2)[CH:16]=[CH:15][C:3]=1[O:4][C:5]([CH3:14])([CH3:13])[C:6]([OH:8])=[O:7], predict the reactants needed to synthesize it. The reactants are: [Cl:1][C:2]1[C:18]([Cl:19])=[C:17]([CH2:20][CH2:21][C:22](=[O:39])[C:23]2[S:24][C:25]([C:28]3[CH:33]=[CH:32][C:31]([O:34][C:35]([F:38])([F:37])[F:36])=[CH:30][CH:29]=3)=[CH:26][CH:27]=2)[CH:16]=[CH:15][C:3]=1[O:4][C:5]([CH3:14])([CH3:13])[C:6]([O:8]C(C)(C)C)=[O:7].FC(F)(F)C(O)=O. (3) Given the product [Cl:37][C:15]1[N:16]=[C:17]([CH2:34][CH2:35][CH3:36])[C:18]([CH2:21][N:22]2[CH:26]=[CH:25][N:24]=[C:23]2[C:27]2[CH:32]=[CH:31][CH:30]=[C:29]([F:33])[N:28]=2)=[N:19][CH:20]=1, predict the reactants needed to synthesize it. The reactants are: C(=N[C:15]1[CH:20]=[N:19][C:18]([CH2:21][N:22]2[CH:26]=[CH:25][N:24]=[C:23]2[C:27]2[CH:32]=[CH:31][CH:30]=[C:29]([F:33])[N:28]=2)=[C:17]([CH2:34][CH2:35][CH3:36])[N:16]=1)(C1C=CC=CC=1)C1C=CC=CC=1.[ClH:37].